Predict the product of the given reaction. From a dataset of Forward reaction prediction with 1.9M reactions from USPTO patents (1976-2016). (1) Given the reactants [C:1]([C:4]1[CH:28]=[CH:27][C:7]2[N:8]3[CH:26]=[CH:25][CH:24]=[C:9]3[C:10]3([CH2:16][CH2:15][N:14]([C:17]([O:19][C:20]([CH3:23])([CH3:22])[CH3:21])=[O:18])[CH2:13][CH2:12]3)[O:11][C:6]=2[CH:5]=1)(=O)[NH2:2].N1C(Cl)=NC(Cl)=NC=1Cl.O, predict the reaction product. The product is: [C:1]([C:4]1[CH:28]=[CH:27][C:7]2[N:8]3[CH:26]=[CH:25][CH:24]=[C:9]3[C:10]3([CH2:16][CH2:15][N:14]([C:17]([O:19][C:20]([CH3:23])([CH3:22])[CH3:21])=[O:18])[CH2:13][CH2:12]3)[O:11][C:6]=2[CH:5]=1)#[N:2]. (2) Given the reactants [CH3:1][CH:2]1[CH2:7][CH2:6][CH2:5][CH2:4][CH:3]1[OH:8].[H-].[Na+].Cl[C:12]1[CH:13]=[CH:14][C:15]2[CH2:16][N:17]([C:23]([O:25][C:26]([CH3:29])([CH3:28])[CH3:27])=[O:24])[CH2:18][CH2:19][O:20][C:21]=2[N:22]=1.O, predict the reaction product. The product is: [CH3:1][CH:2]1[CH2:7][CH2:6][CH2:5][CH2:4][CH:3]1[O:8][C:12]1[CH:13]=[CH:14][C:15]2[CH2:16][N:17]([C:23]([O:25][C:26]([CH3:29])([CH3:28])[CH3:27])=[O:24])[CH2:18][CH2:19][O:20][C:21]=2[N:22]=1. (3) Given the reactants C([Sn](CCCC)(CCCC)[C:6]1[CH:7]=[N:8][CH:9]=[CH:10][CH:11]=1)CCC.[Br:20][C:21]1[CH:26]=[CH:25][CH:24]=[C:23](Br)[N:22]=1, predict the reaction product. The product is: [CH3:9][CH2:10][CH2:11][CH:6]([CH3:7])[CH3:21].[Br:20][C:21]1[N:22]=[C:23]([C:6]2[CH:7]=[N:8][CH:9]=[CH:10][CH:11]=2)[CH:24]=[CH:25][CH:26]=1. (4) Given the reactants C(=O)([O-])[O-].[Na+].[Na+].Cl[CH2:8][CH2:9][CH2:10][C:11]1[CH:12]=[C:13]2[C:18](=[CH:19][CH:20]=1)[NH:17][C:16](=[O:21])[CH2:15][CH:14]2[CH3:22].Cl.[N:24]1([C:30]2[C:34]3[CH:35]=[CH:36][CH:37]=[CH:38][C:33]=3[S:32][N:31]=2)[CH2:29][CH2:28][NH:27][CH2:26][CH2:25]1, predict the reaction product. The product is: [S:32]1[C:33]2[CH:38]=[CH:37][CH:36]=[CH:35][C:34]=2[C:30]([N:24]2[CH2:25][CH2:26][N:27]([CH2:8][CH2:9][CH2:10][C:11]3[CH:12]=[C:13]4[C:18](=[CH:19][CH:20]=3)[NH:17][C:16](=[O:21])[CH2:15][CH:14]4[CH3:22])[CH2:28][CH2:29]2)=[N:31]1. (5) Given the reactants Br[C:2]1[N:3]=[C:4]([O:29][CH3:30])[C:5]([N:8](COCCO[Si](C)(C)C)[S:9]([C:12]2[CH:17]=[CH:16][CH:15]=[C:14]([Cl:18])[C:13]=2[Cl:19])(=[O:11])=[O:10])=[N:6][CH:7]=1.[N:31]1(C([O-])=O)[CH2:35][CH2:34][CH2:33][CH2:32]1.[H-].[Na+].Cl.CN1CCC[C:44]1=[O:48], predict the reaction product. The product is: [ClH:18].[Cl:19][C:13]1[C:14]([Cl:18])=[CH:15][CH:16]=[CH:17][C:12]=1[S:9]([NH:8][C:5]1[C:4]([O:29][CH3:30])=[N:3][C:2]([O:48][CH2:44][C@@H:35]2[CH2:34][CH2:33][CH2:32][NH:31]2)=[CH:7][N:6]=1)(=[O:10])=[O:11].